From a dataset of Tox21: 12 toxicity assays (nuclear receptors and stress response pathways). Binary classification across 12 toxicity assays. (1) The molecule is CCc1cc(SCc2sc(-c3ccc(C(F)(F)F)cc3)nc2CN2CCN(c3ccc(OC)cc3)CC2)ccc1OCC(=O)O. It tested positive (active) for: NR-ER-LBD (Estrogen Receptor Ligand Binding Domain agonist), NR-PPAR-gamma (PPAR-gamma nuclear receptor agonist), and SR-MMP (Mitochondrial Membrane Potential disruption). (2) The molecule is [C-]#N.[Cu+]. It tested positive (active) for: NR-ER (Estrogen Receptor agonist activity).